From a dataset of Forward reaction prediction with 1.9M reactions from USPTO patents (1976-2016). Predict the product of the given reaction. (1) Given the reactants [Br:1][C:2]1[C:7](=[O:8])[NH:6][C:5]([C:9]([O:11][CH2:12][CH3:13])=[O:10])=[C:4]([Cl:14])[CH:3]=1.[CH3:15][O:16][C:17]1[CH:24]=[CH:23][C:20]([CH2:21]Cl)=[CH:19][CH:18]=1.C(=O)([O-])[O-].[K+].[K+], predict the reaction product. The product is: [Br:1][C:2]1[C:7](=[O:8])[N:6]([CH2:21][C:20]2[CH:23]=[CH:24][C:17]([O:16][CH3:15])=[CH:18][CH:19]=2)[C:5]([C:9]([O:11][CH2:12][CH3:13])=[O:10])=[C:4]([Cl:14])[CH:3]=1. (2) Given the reactants [CH2:1]([O:4][N:5]1[C:11](=[O:12])[N:10]2[CH2:13][C@H:6]1[CH:7]=[C:8]([CH2:23][CH2:24][O:25][Si](C(C)(C)C)(C)C)[C@H:9]2[CH2:14][O:15][Si](C(C)(C)C)(C)C)[CH:2]=[CH2:3].[F-].C([N+](CCCC)(CCCC)CCCC)CCC, predict the reaction product. The product is: [CH2:1]([O:4][N:5]1[C:11](=[O:12])[N:10]2[CH2:13][C@H:6]1[CH:7]=[C:8]([CH2:23][CH2:24][OH:25])[C@H:9]2[CH2:14][OH:15])[CH:2]=[CH2:3]. (3) Given the reactants [Cl:1][C:2]1[CH:7]=[C:6]([O:8][CH3:9])[CH:5]=[CH:4][C:3]=1[OH:10].C(=O)([O-])[O-].[K+].[K+].Cl[C:18]1[N:27]=[C:26]([C:28]2[CH:33]=[CH:32][C:31]([CH3:34])=[C:30]([F:35])[CH:29]=2)[CH:25]=[CH:24][C:19]=1[C:20]([O:22][CH3:23])=[O:21], predict the reaction product. The product is: [Cl:1][C:2]1[CH:7]=[C:6]([O:8][CH3:9])[CH:5]=[CH:4][C:3]=1[O:10][C:18]1[N:27]=[C:26]([C:28]2[CH:33]=[CH:32][C:31]([CH3:34])=[C:30]([F:35])[CH:29]=2)[CH:25]=[CH:24][C:19]=1[C:20]([O:22][CH3:23])=[O:21]. (4) Given the reactants Cl[C:2]1[C:11]2[C:6](=[CH:7][C:8]([O:20][CH3:21])=[CH:9][C:10]=2[O:12][CH:13]2[CH2:18][CH2:17][N:16]([CH3:19])[CH2:15][CH2:14]2)[N:5]=[CH:4][N:3]=1.[NH2:22][C:23]1[CH:24]=[C:25]2[C:29](=[CH:30][CH:31]=1)[NH:28][CH:27]=[CH:26]2, predict the reaction product. The product is: [NH:28]1[C:29]2[C:25](=[CH:24][C:23]([NH:22][C:2]3[C:11]4[C:6](=[CH:7][C:8]([O:20][CH3:21])=[CH:9][C:10]=4[O:12][CH:13]4[CH2:18][CH2:17][N:16]([CH3:19])[CH2:15][CH2:14]4)[N:5]=[CH:4][N:3]=3)=[CH:31][CH:30]=2)[CH:26]=[CH:27]1. (5) Given the reactants [C:1]([O:4][C@H:5]1[CH2:22][CH2:21][C@@:20]2([CH3:23])[C@@H:7]([CH2:8][CH2:9][C@:10]3([CH3:36])[C@@H:19]2[CH2:18][CH2:17][C@H:16]2[C@@:11]3([CH3:35])[CH2:12][CH2:13][C@@:14]3([C@H:31]([OH:34])[CH2:32][NH2:33])[CH2:26][C:25](=[O:27])[C:24]([CH:28]([CH3:30])[CH3:29])=[C:15]32)[C:6]1([CH3:38])[CH3:37])(=[O:3])[CH3:2].C(N(CC)CC)C.S([O-])([O-])(=O)=O.[Mg+2].[Cl:52][C:53]1[CH:60]=[CH:59][C:56]([CH:57]=O)=[CH:55][CH:54]=1.[BH4-].[Na+], predict the reaction product. The product is: [C:1]([O:4][C@H:5]1[CH2:22][CH2:21][C@@:20]2([CH3:23])[C@@H:7]([CH2:8][CH2:9][C@:10]3([CH3:36])[C@@H:19]2[CH2:18][CH2:17][C@H:16]2[C@@:11]3([CH3:35])[CH2:12][CH2:13][C@@:14]3([C@H:31]([OH:34])[CH2:32][NH:33][CH2:57][C:56]4[CH:59]=[CH:60][C:53]([Cl:52])=[CH:54][CH:55]=4)[CH2:26][C:25](=[O:27])[C:24]([CH:28]([CH3:30])[CH3:29])=[C:15]32)[C:6]1([CH3:37])[CH3:38])(=[O:3])[CH3:2]. (6) Given the reactants [Cl:1][C:2]1[N:10]=[C:9](Cl)[C:8]([F:12])=[CH:7][C:3]=1[C:4]([NH2:6])=[O:5].C(O)(=O)C, predict the reaction product. The product is: [Cl:1][C:2]1[N:10]=[CH:9][C:8]([F:12])=[CH:7][C:3]=1[C:4]([NH2:6])=[O:5]. (7) Given the reactants [H-].[Na+].[CH3:3][O:4][C:5]1[CH:6]=[C:7]([CH2:13][C:14]([O:16]C)=O)[CH:8]=[CH:9][C:10]=1[O:11][CH3:12].[Br:18][C:19]1[CH:24]=[CH:23][C:22]([C:25](=[O:27])[CH3:26])=[CH:21][CH:20]=1, predict the reaction product. The product is: [Br:18][C:19]1[CH:24]=[CH:23][C:22]([C:25](=[O:27])[CH2:26][C:14](=[O:16])[CH2:13][C:7]2[CH:8]=[CH:9][C:10]([O:11][CH3:12])=[C:5]([O:4][CH3:3])[CH:6]=2)=[CH:21][CH:20]=1. (8) Given the reactants [CH:1]1[N:2]=[C:3]([NH2:22])[C:4]2[N:9]=[CH:8][N:7]([C@@H:10]3[O:14][C@@H:13]4[CH2:15][O:16][P:17]([OH:20])([O:19][C@H:12]4[C@H:11]3[OH:21])=[O:18])[C:5]=2[N:6]=1.C(O)C(N)(CO)C[OH:26].CN1C(=O)N(C)C(=O)C2NC=NC1=2.CN1C(=O)N(C)C(=O)C2NC=NC1=2.C(N)CN.SCCO.C, predict the reaction product. The product is: [CH:1]1[N:2]=[C:3]([NH2:22])[C:4]2[N:9]=[CH:8][N:7]([C@@H:10]3[O:14][C@H:13]([CH2:15][O:16][P:17]([OH:20])([OH:19])=[O:18])[C@@H:12]([OH:26])[C@H:11]3[OH:21])[C:5]=2[N:6]=1. (9) The product is: [C:1]1([C:15]2[CH:16]=[CH:17][CH:18]=[CH:19][CH:20]=2)[CH:2]=[CH:3][C:4]([C:7]#[C:27][C:26]([OH:29])=[O:28])=[CH:5][CH:6]=1. Given the reactants [C:1]1([C:15]2[CH:20]=[CH:19][CH:18]=[CH:17][CH:16]=2)[CH:6]=[CH:5][C:4]([CH:7](Br)C(Br)CC(O)=O)=[CH:3][CH:2]=1.ClCCl.CO.[C:26]([OH:29])(=[O:28])[CH3:27], predict the reaction product. (10) Given the reactants [Si](C=[N+]=[N-])(C)(C)[CH3:2].[OH:8][C@@H:9]1[CH2:13][O:12][C@@H:11]2[C@H:14]([O:17][C:18]3[N:19]([CH2:49][O:50][CH2:51][CH2:52][Si:53]([CH3:56])([CH3:55])[CH3:54])[C:20]4[C:21]([N:48]=3)=[N:22][C:23]([C:27]3[CH:32]=[CH:31][C:30]([C:33]5[N:38]=[CH:37][C:36]([N:39]6[CH:43]=[C:42]([CH2:44][C:45]([OH:47])=[O:46])[CH:41]=[N:40]6)=[CH:35][CH:34]=5)=[CH:29][CH:28]=3)=[C:24]([Cl:26])[CH:25]=4)[CH2:15][O:16][C@H:10]12, predict the reaction product. The product is: [OH:8][C@@H:9]1[CH2:13][O:12][C@@H:11]2[C@H:14]([O:17][C:18]3[N:19]([CH2:49][O:50][CH2:51][CH2:52][Si:53]([CH3:55])([CH3:54])[CH3:56])[C:20]4[C:21]([N:48]=3)=[N:22][C:23]([C:27]3[CH:32]=[CH:31][C:30]([C:33]5[N:38]=[CH:37][C:36]([N:39]6[CH:43]=[C:42]([CH2:44][C:45]([O:47][CH3:2])=[O:46])[CH:41]=[N:40]6)=[CH:35][CH:34]=5)=[CH:29][CH:28]=3)=[C:24]([Cl:26])[CH:25]=4)[CH2:15][O:16][C@H:10]12.